From a dataset of Retrosynthesis with 50K atom-mapped reactions and 10 reaction types from USPTO. Predict the reactants needed to synthesize the given product. Given the product Cn1c(C#N)ccc1-c1ccc(S(N)(=O)=O)cc1F, predict the reactants needed to synthesize it. The reactants are: Cn1c(C#N)ccc1B(O)O.NS(=O)(=O)c1ccc(Br)c(F)c1.